Dataset: Reaction yield outcomes from USPTO patents with 853,638 reactions. Task: Predict the reaction yield, written as a fraction of the theoretical maximum amount of product (1.0 means a 100% yield; for example, 0.34 means a 34% yield). (1) The reactants are [CH:1]1([N:7]([CH:18]2[CH2:23][CH2:22][CH2:21][CH2:20][CH2:19]2)[C:8]([NH:10][C:11]2[S:12][C:13]([CH:16]=O)=[CH:14][N:15]=2)=[O:9])[CH2:6][CH2:5][CH2:4][CH2:3][CH2:2]1.Cl.[CH2:25]([O:32][C:33]([CH:35]1[CH2:39][CH2:38][NH:37][CH2:36]1)=[O:34])[C:26]1[CH:31]=[CH:30][CH:29]=[CH:28][CH:27]=1.C(O[BH-](OC(=O)C)OC(=O)C)(=O)C.[Na+]. No catalyst specified. The product is [CH2:25]([O:32][C:33]([CH:35]1[CH2:39][CH2:38][N:37]([CH2:16][C:13]2[S:12][C:11]([NH:10][C:8]([N:7]([CH:18]3[CH2:23][CH2:22][CH2:21][CH2:20][CH2:19]3)[CH:1]3[CH2:6][CH2:5][CH2:4][CH2:3][CH2:2]3)=[O:9])=[N:15][CH:14]=2)[CH2:36]1)=[O:34])[C:26]1[CH:27]=[CH:28][CH:29]=[CH:30][CH:31]=1. The yield is 0.500. (2) The reactants are C(O[C:6]([NH:8][C@H:9]([C:60]1[CH:65]=[CH:64][CH:63]=[CH:62][CH:61]=1)[C:10]([N:12]1[CH2:16][C@@H:15]([CH2:17][O:18][CH3:19])[CH2:14][C@H:13]1[C:20]1[NH:21][C:22]([C:25]2[CH:30]=[CH:29][C:28]([C:31]3[CH:36]=[CH:35][C:34]([C:37]4[NH:41][C:40]([C@@H:42]5[CH2:46][C@H:45]([S:47][CH3:48])[CH2:44][N:43]5[C:49](=[O:59])[C@@H:50]([NH:54][C:55](=[O:58])[O:56][CH3:57])[CH:51]([CH3:53])[CH3:52])=[N:39][CH:38]=4)=[CH:33][CH:32]=3)=[CH:27][CH:26]=2)=[CH:23][N:24]=1)=[O:11])=[O:7])(C)(C)C.Cl.[CH:67]1(C(O)=O)[CH2:69][CH2:68]1.CCOC(C(C#N)=NOC(N1CCOCC1)=[N+](C)C)=O.F[P-](F)(F)(F)(F)F.CCN(C(C)C)C(C)C. The catalyst is C(Cl)Cl.CO.CCOC(C)=O.CN(C=O)C.CO. The product is [CH:67]1([C:6]([NH:8][C@H:9]([C:60]2[CH:65]=[CH:64][CH:63]=[CH:62][CH:61]=2)[C:10]([N:12]2[CH2:16][C@@H:15]([CH2:17][O:18][CH3:19])[CH2:14][C@H:13]2[C:20]2[NH:21][C:22]([C:25]3[CH:30]=[CH:29][C:28]([C:31]4[CH:32]=[CH:33][C:34]([C:37]5[NH:41][C:40]([C@@H:42]6[CH2:46][C@H:45]([S:47][CH3:48])[CH2:44][N:43]6[C:49](=[O:59])[C@@H:50]([NH:54][C:55](=[O:58])[O:56][CH3:57])[CH:51]([CH3:53])[CH3:52])=[N:39][CH:38]=5)=[CH:35][CH:36]=4)=[CH:27][CH:26]=3)=[CH:23][N:24]=2)=[O:11])=[O:7])[CH2:69][CH2:68]1. The yield is 0.200. (3) The reactants are [Cl:1][C:2]1[CH:7]=[CH:6][CH:5]=[CH:4][C:3]=1[C:8]1[C:19](=[O:20])[N:18]([CH3:21])[C:11]2[N:12]=[C:13]([S:16][CH3:17])[N:14]=[CH:15][C:10]=2[CH:9]=1.C1C=C(Cl)C=C(C(OO)=[O:30])C=1. The catalyst is C(Cl)Cl. The product is [Cl:1][C:2]1[CH:7]=[CH:6][CH:5]=[CH:4][C:3]=1[C:8]1[C:19](=[O:20])[N:18]([CH3:21])[C:11]2[N:12]=[C:13]([S:16]([CH3:17])=[O:30])[N:14]=[CH:15][C:10]=2[CH:9]=1. The yield is 0.950. (4) The reactants are [NH2:1][C:2]1[N:3]=[CH:4][C:5]([C:13]2[CH:14]=[C:15]([CH:19]=[CH:20][CH:21]=2)[C:16]([OH:18])=O)=[N:6][C:7]=1[C:8]([NH:10][CH2:11][CH3:12])=[O:9].ON1C2C=CC=CC=2N=N1.CN1CCOCC1.[CH2:39]([NH2:46])[C:40]1[CH:45]=[CH:44][CH:43]=[CH:42][CH:41]=1. The catalyst is CN(C=O)C.C(OCC)(=O)C. The product is [NH2:1][C:2]1[C:7]([C:8]([NH:10][CH2:11][CH3:12])=[O:9])=[N:6][C:5]([C:13]2[CH:21]=[CH:20][CH:19]=[C:15]([C:16]([NH:46][CH2:39][C:40]3[CH:45]=[CH:44][CH:43]=[CH:42][CH:41]=3)=[O:18])[CH:14]=2)=[CH:4][N:3]=1. The yield is 0.420. (5) The reactants are [CH:1](=O)[C:2]([CH3:4])=O.[NH2:6][CH2:7][CH2:8][NH:9][CH2:10][CH2:11][NH:12][CH2:13][CH2:14][NH2:15].N1[C:20]2C=CC=C[C:19]=2N=N1.C(C=O)=O.[BH4-].[Na+]. The catalyst is O.CO. The product is [CH3:4][C:2]12[CH:1]3[N:6]4[CH2:19][CH2:20][N:15]3[CH2:14][CH2:13][N:12]1[CH2:11][CH2:10][N:9]2[CH2:8][CH2:7]4. The yield is 0.400. (6) The reactants are [CH2:1]([CH:3]1[NH:12][C:11]2[C:6](=[CH:7][C:8]([CH3:14])=[C:9]([CH3:13])[CH:10]=2)[NH:5][C:4]1=O)[CH3:2].[OH-].[K+].[O-]S([O-])(=O)=O.[Ca+2].P(Cl)(Cl)([Cl:26])=O. No catalyst specified. The product is [Cl:26][C:4]1[CH:3]([CH2:1][CH3:2])[NH:12][C:11]2[C:6]([N:5]=1)=[CH:7][C:8]([CH3:14])=[C:9]([CH3:13])[CH:10]=2. The yield is 0.810. (7) The yield is 0.570. The reactants are Br[CH2:2][C:3]([C:5]1[CH:10]=[CH:9][C:8]([O:11][C:12]([F:15])([F:14])[F:13])=[CH:7][CH:6]=1)=O.[NH2:16][C:17](=[S:23])[C:18]([O:20][CH2:21][CH3:22])=[O:19]. The product is [F:13][C:12]([F:15])([F:14])[O:11][C:8]1[CH:9]=[CH:10][C:5]([C:3]2[N:16]=[C:17]([C:18]([O:20][CH2:21][CH3:22])=[O:19])[S:23][CH:2]=2)=[CH:6][CH:7]=1. The catalyst is CCO. (8) The catalyst is C(O)(=O)C. The reactants are [NH2:1][C:2]1[CH:6]=[C:5]([C:7]2[CH:12]=[CH:11][N:10]=[CH:9][CH:8]=2)[S:4][C:3]=1[C:13]([NH2:15])=[O:14].[S:16]1[CH2:21][CH2:20][C:19](=O)[CH2:18][CH2:17]1.O.C1(C)C=CC(S(O)(=O)=O)=CC=1.C([O-])(O)=O.[Na+]. The product is [N:10]1[CH:9]=[CH:8][C:7]([C:5]2[S:4][C:3]3[C:13](=[O:14])[NH:15][C:19]4([CH2:20][CH2:21][S:16][CH2:17][CH2:18]4)[NH:1][C:2]=3[CH:6]=2)=[CH:12][CH:11]=1. The yield is 0.910. (9) The reactants are [C:1](=O)([O:30]C1C=CC([N+]([O-])=O)=CC=1)[O:2][C@@H:3]1[CH2:19][C@@H:18]2[C@@:6]([CH3:29])([C@@H:7]3[C@@H:15]([CH2:16][CH2:17]2)[C@:14]2([OH:20])[C@@:10]([CH3:28])([C@@H:11]([C:21]4[CH:22]=[CH:23][C:24](=[O:27])[O:25][CH:26]=4)[CH2:12][CH2:13]2)[CH2:9][CH2:8]3)[CH2:5][CH2:4]1.[NH:41]1[CH2:46][CH2:45][NH:44][CH2:43][CH2:42]1. The catalyst is C(Cl)Cl. The product is [N:41]1([C:1]([O:2][C@@H:3]2[CH2:19][C@@H:18]3[C@@:6]([CH3:29])([C@@H:7]4[C@@H:15]([CH2:16][CH2:17]3)[C@:14]3([OH:20])[C@@:10]([CH3:28])([C@@H:11]([C:21]5[CH:22]=[CH:23][C:24](=[O:27])[O:25][CH:26]=5)[CH2:12][CH2:13]3)[CH2:9][CH2:8]4)[CH2:5][CH2:4]2)=[O:30])[CH2:46][CH2:45][NH:44][CH2:43][CH2:42]1. The yield is 0.692. (10) The reactants are [C:1]([N:4]1[C:12]2[C:7](=[CH:8][CH:9]=[C:10]([N+:13]([O-])=O)[CH:11]=2)[CH2:6][CH2:5]1)(=[O:3])[CH3:2]. The catalyst is CCOC(C)=O.[Pd]. The product is [C:1]([N:4]1[C:12]2[C:7](=[CH:8][CH:9]=[C:10]([NH2:13])[CH:11]=2)[CH2:6][CH2:5]1)(=[O:3])[CH3:2]. The yield is 0.990.